From a dataset of Forward reaction prediction with 1.9M reactions from USPTO patents (1976-2016). Predict the product of the given reaction. (1) Given the reactants [F:1][C:2]1[C:11]2[C:6](=[CH:7][CH:8]=[CH:9][CH:10]=2)[C:5]([O:12]C)=[C:4]([C:14]([OH:16])=[O:15])[CH:3]=1.Br.CC(O)=O, predict the reaction product. The product is: [F:1][C:2]1[C:11]2[C:6](=[CH:7][CH:8]=[CH:9][CH:10]=2)[C:5]([OH:12])=[C:4]([C:14]([OH:16])=[O:15])[CH:3]=1. (2) Given the reactants Cl.Cl.[CH3:3][N:4]1[CH2:13][C:12]2([CH2:15][CH2:14]2)[C:11]2[C:6](=[CH:7][C:8]([NH2:16])=[CH:9][CH:10]=2)[CH2:5]1.[OH-].[Na+].CO, predict the reaction product. The product is: [CH3:3][N:4]1[CH2:13][C:12]2([CH2:15][CH2:14]2)[C:11]2[C:6](=[CH:7][C:8]([NH2:16])=[CH:9][CH:10]=2)[CH2:5]1. (3) Given the reactants [BH4-].[Na+].[CH3:3][C@H:4]1[O:8][C:7](=[O:9])[NH:6][C@@H:5]1[C:10](OC)=[O:11].[Cl-].[NH4+], predict the reaction product. The product is: [OH:11][CH2:10][C@@H:5]1[C@@H:4]([CH3:3])[O:8][C:7](=[O:9])[NH:6]1. (4) Given the reactants [OH:1][CH2:2][CH2:3][C:4]1[CH:5]=[C:6]([C:14]2[NH:23][C:22](=[O:24])[C:21]3[C:16](=[CH:17][C:18]([O:27][CH3:28])=[CH:19][C:20]=3[O:25][CH3:26])[N:15]=2)[CH:7]=[CH:8][C:9]=1[O:10]COC.C(O)(=O)C.S(=O)(=O)(O)O, predict the reaction product. The product is: [OH:10][C:9]1[CH:8]=[CH:7][C:6]([C:14]2[NH:23][C:22](=[O:24])[C:21]3[C:16](=[CH:17][C:18]([O:27][CH3:28])=[CH:19][C:20]=3[O:25][CH3:26])[N:15]=2)=[CH:5][C:4]=1[CH2:3][CH2:2][OH:1]. (5) Given the reactants [C:1]([O:5][C:6]([N:8]1[CH2:13][CH2:12][CH:11]([NH:14]CC2C=CC=CC=2)[CH:10]([F:22])[CH2:9]1)=[O:7])([CH3:4])([CH3:3])[CH3:2], predict the reaction product. The product is: [C:1]([O:5][C:6]([N:8]1[CH2:13][CH2:12][CH:11]([NH2:14])[CH:10]([F:22])[CH2:9]1)=[O:7])([CH3:4])([CH3:2])[CH3:3]. (6) Given the reactants [CH:1]1([CH2:4][CH2:5][NH:6][C:7]([C:9]2[N:10]=[N:11][C:12]([N:15]3[CH2:20][CH:19]([CH3:21])[NH:18][CH:17]([CH3:22])[CH2:16]3)=[CH:13][CH:14]=2)=[O:8])[CH2:3][CH2:2]1.C(N(C(C)C)CC)(C)C.[F:32][C:33]([F:44])([F:43])[C:34]1[CH:42]=[CH:41][CH:40]=[CH:39][C:35]=1[C:36](Cl)=[O:37].O, predict the reaction product. The product is: [CH:1]1([CH2:4][CH2:5][NH:6][C:7]([C:9]2[N:10]=[N:11][C:12]([N:15]3[CH2:20][CH:19]([CH3:21])[N:18]([C:36](=[O:37])[C:35]4[CH:39]=[CH:40][CH:41]=[CH:42][C:34]=4[C:33]([F:32])([F:43])[F:44])[CH:17]([CH3:22])[CH2:16]3)=[CH:13][CH:14]=2)=[O:8])[CH2:3][CH2:2]1. (7) Given the reactants [C:1]([O-])(=[O:3])[CH3:2].[Na+].[NH2:6][CH2:7][CH2:8][C:9]1([C:30]2[CH:35]=[CH:34][CH:33]=[CH:32][CH:31]=2)[O:14][C:13](=[O:15])[N:12]([C:16]2[CH:17]=[C:18]([C:22]3[CH:27]=[CH:26][C:25]([F:28])=[CH:24][C:23]=3[F:29])[CH:19]=[CH:20][CH:21]=2)[CH2:11][CH2:10]1, predict the reaction product. The product is: [F:29][C:23]1[CH:24]=[C:25]([F:28])[CH:26]=[CH:27][C:22]=1[C:18]1[CH:19]=[CH:20][CH:21]=[C:16]([N:12]2[CH2:11][CH2:10][C:9]([CH2:8][CH2:7][NH:6][C:1](=[O:3])[CH3:2])([C:30]3[CH:31]=[CH:32][CH:33]=[CH:34][CH:35]=3)[O:14][C:13]2=[O:15])[CH:17]=1. (8) Given the reactants S(O)(O)(=O)=O.[NH2:6][OH:7].C([O-])(=O)C.[Na+].O.[CH2:14]([O:18][CH2:19][CH:20]=O)[CH2:15][CH:16]=[CH2:17], predict the reaction product. The product is: [CH2:14]([O:18][CH2:19][CH:20]=[N:6][OH:7])[CH2:15][CH:16]=[CH2:17]. (9) Given the reactants [F:1][C:2]1[CH:7]=[CH:6][C:5]([N:8]2[CH2:13][CH2:12][N:11]([S:14]([CH2:17][CH:18]([CH2:24][C:25]3[CH:30]=[CH:29][CH:28]=[CH:27][CH:26]=3)[CH2:19][S:20]C(=O)C)(=[O:16])=[O:15])[CH2:10][CH2:9]2)=[CH:4][CH:3]=1.[OH-].[Na+], predict the reaction product. The product is: [F:1][C:2]1[CH:7]=[CH:6][C:5]([N:8]2[CH2:13][CH2:12][N:11]([S:14]([CH2:17][CH:18]([CH2:24][C:25]3[CH:26]=[CH:27][CH:28]=[CH:29][CH:30]=3)[CH2:19][SH:20])(=[O:16])=[O:15])[CH2:10][CH2:9]2)=[CH:4][CH:3]=1. (10) The product is: [C:55]1([O:61][C:62](=[S:63])[O:16][CH:15]2[CH:14]([O:17][CH2:18][C:19]3[CH:20]=[CH:21][CH:22]=[CH:23][CH:24]=3)[C:13]([C:27]([C:40]3[CH:45]=[CH:44][CH:43]=[CH:42][CH:41]=3)([C:34]3[CH:35]=[CH:36][CH:37]=[CH:38][CH:39]=3)[O:28][SiH2:29][C:30]([CH3:31])([CH3:32])[CH3:33])([CH:25]=[CH2:26])[O:12][CH:11]2[N:6]2[CH:5]=[N:4][C:3]3[C:7]2=[N:8][CH:9]=[N:10][C:2]=3[NH2:1])[CH:60]=[CH:59][CH:58]=[CH:57][CH:56]=1. Given the reactants [NH2:1][C:2]1[N:10]=[CH:9][N:8]=[C:7]2[C:3]=1[N:4]=[CH:5][N:6]2[CH:11]1[CH:15]([OH:16])[CH:14]([O:17][CH2:18][C:19]2[CH:24]=[CH:23][CH:22]=[CH:21][CH:20]=2)[C:13]([C:27]([C:40]2[CH:45]=[CH:44][CH:43]=[CH:42][CH:41]=2)([C:34]2[CH:39]=[CH:38][CH:37]=[CH:36][CH:35]=2)[O:28][SiH2:29][C:30]([CH3:33])([CH3:32])[CH3:31])([CH:25]=[CH2:26])[O:12]1.CN(C1C=CC=CN=1)C.[C:55]1([O:61][C:62](Cl)=[S:63])[CH:60]=[CH:59][CH:58]=[CH:57][CH:56]=1, predict the reaction product.